Dataset: Forward reaction prediction with 1.9M reactions from USPTO patents (1976-2016). Task: Predict the product of the given reaction. (1) Given the reactants C([N:8]1[CH2:11][CH2:10][CH:9]1[C:12]([NH:14][C@H:15]([C:17]1[CH:26]=[CH:25][C:20]([C:21]([O:23][CH3:24])=[O:22])=[CH:19][CH:18]=1)[CH3:16])=[O:13])C1C=CC=CC=1.CCO.C([O-])=O.[NH4+], predict the reaction product. The product is: [NH:8]1[CH2:11][CH2:10][CH:9]1[C:12]([NH:14][C@H:15]([C:17]1[CH:26]=[CH:25][C:20]([C:21]([O:23][CH3:24])=[O:22])=[CH:19][CH:18]=1)[CH3:16])=[O:13]. (2) Given the reactants O=[C:2]1[CH2:5][C:4]2([CH2:10][CH2:9][N:8]([C:11]([O:13][C:14]([CH3:17])([CH3:16])[CH3:15])=[O:12])[CH2:7][CH2:6]2)[CH2:3]1.[CH2:18]([O:25][C:26]1[CH:27]=[C:28]([Mg]Br)[CH:29]=[CH:30][CH:31]=1)[C:19]1[CH:24]=[CH:23][CH:22]=[CH:21][CH:20]=1.C([SiH](CC)CC)C.B(F)(F)F.CCOCC.FC(F)(F)C(O)=O.C(OC(OC(C)(C)C)=O)(OC(C)(C)C)=O.C(N(CC)CC)C, predict the reaction product. The product is: [CH2:18]([O:25][C:26]1[CH:31]=[C:30]([CH:2]2[CH2:5][C:4]3([CH2:10][CH2:9][N:8]([C:11]([O:13][C:14]([CH3:17])([CH3:16])[CH3:15])=[O:12])[CH2:7][CH2:6]3)[CH2:3]2)[CH:29]=[CH:28][CH:27]=1)[C:19]1[CH:24]=[CH:23][CH:22]=[CH:21][CH:20]=1. (3) Given the reactants [C:1]([O:5]C)(=O)[CH2:2][OH:3].[NH2:7][C:8]1[CH:13]=[CH:12][C:11]([CH3:14])=[CH:10][N:9]=1, predict the reaction product. The product is: [OH:3][CH2:2][C:1]([NH:7][C:8]1[CH:13]=[CH:12][C:11]([CH3:14])=[CH:10][N:9]=1)=[O:5]. (4) Given the reactants [CH2:1]([C:4]1[C:12]2[O:11][N:10]=[C:9]([C:13]([F:16])([F:15])[F:14])[C:8]=2[CH:7]=[CH:6][C:5]=1[O:17][CH2:18][CH2:19][CH2:20][C:21](O)=[O:22])[CH2:2][CH3:3].CCN=C=NCCCN(C)C.Cl.C1C=CC2N(O)N=NC=2C=1.[C:46]([O:50][C:51](=[O:55])[C@H:52]([CH3:54])[NH2:53])([CH3:49])([CH3:48])[CH3:47], predict the reaction product. The product is: [C:46]([O:50][C:51](=[O:55])[C@H:52]([CH3:54])[NH:53][C:21](=[O:22])[CH2:20][CH2:19][CH2:18][O:17][C:5]1[CH:6]=[CH:7][C:8]2[C:9]([C:13]([F:15])([F:16])[F:14])=[N:10][O:11][C:12]=2[C:4]=1[CH2:1][CH2:2][CH3:3])([CH3:49])([CH3:48])[CH3:47]. (5) The product is: [NH2:1][C:4]1[CH:5]=[CH:6][C:7]([CH:8]=[CH:9][CH2:10][OH:11])=[CH:12][CH:13]=1. Given the reactants [N+:1]([C:4]1[CH:13]=[CH:12][C:7]([CH:8]=[CH:9][CH2:10][OH:11])=[CH:6][CH:5]=1)([O-])=O.O.NN, predict the reaction product. (6) Given the reactants [C:1]([O:5][C:6]([N:8]1[CH2:13][CH2:12][CH:11]([CH:14]2[O:23][C:17]3=[CH:18][N:19]=[C:20](Cl)[CH:21]=[C:16]3[CH2:15]2)[CH2:10][CH2:9]1)=[O:7])([CH3:4])([CH3:3])[CH3:2].[F:24][C:25]1[CH:30]=[C:29](B(O)O)[CH:28]=[CH:27][N:26]=1, predict the reaction product. The product is: [C:1]([O:5][C:6]([N:8]1[CH2:13][CH2:12][CH:11]([CH:14]2[O:23][C:17]3=[CH:18][N:19]=[C:20]([C:29]4[CH:28]=[CH:27][N:26]=[C:25]([F:24])[CH:30]=4)[CH:21]=[C:16]3[CH2:15]2)[CH2:10][CH2:9]1)=[O:7])([CH3:4])([CH3:3])[CH3:2]. (7) Given the reactants C(P(=O)(OCC)OCC)#N.[Cl:11][C:12]1[CH:13]=[CH:14][C:15]2[N:21]([CH2:22][C:23]([CH3:27])([CH3:26])[CH2:24][OH:25])[C:20](=[O:28])[C@@H:19]([CH2:29][C:30]([OH:32])=O)[O:18][C@H:17]([C:33]3[CH:38]=[CH:37][CH:36]=[C:35]([O:39][CH3:40])[C:34]=3[O:41][CH3:42])[C:16]=2[CH:43]=1.Cl.[NH2:45][CH2:46][CH2:47][C:48]1[O:49][CH:50]=[CH:51][C:52]=1[C:53]([O:55][CH3:56])=[O:54].N12CCCN=C1CCCCC2.C(N(CC)CC)C.C(=O)(O)[O-].[Na+], predict the reaction product. The product is: [Cl:11][C:12]1[CH:13]=[CH:14][C:15]2[N:21]([CH2:22][C:23]([CH3:27])([CH3:26])[CH2:24][OH:25])[C:20](=[O:28])[C@@H:19]([CH2:29][C:30]([NH:45][CH2:46][CH2:47][C:48]3[O:49][CH:50]=[CH:51][C:52]=3[C:53]([O:55][CH3:56])=[O:54])=[O:32])[O:18][C@H:17]([C:33]3[CH:38]=[CH:37][CH:36]=[C:35]([O:39][CH3:40])[C:34]=3[O:41][CH3:42])[C:16]=2[CH:43]=1.